Dataset: Reaction yield outcomes from USPTO patents with 853,638 reactions. Task: Predict the reaction yield, written as a fraction of the theoretical maximum amount of product (1.0 means a 100% yield; for example, 0.34 means a 34% yield). (1) The yield is 0.730. The product is [Cl:23][C:18]1[CH:17]=[C:16]([NH:15][C:2]2[C:7]3[C:8]4[CH2:14][CH2:13][CH2:12][CH2:11][C:9]=4[Se:10][C:6]=3[N:5]=[CH:4][N:3]=2)[CH:21]=[C:20]([Cl:22])[N:19]=1. The catalyst is CN(C=O)C. The reactants are Cl[C:2]1[C:7]2[C:8]3[CH2:14][CH2:13][CH2:12][CH2:11][C:9]=3[Se:10][C:6]=2[N:5]=[CH:4][N:3]=1.[NH2:15][C:16]1[CH:21]=[C:20]([Cl:22])[N:19]=[C:18]([Cl:23])[CH:17]=1.[OH-].[Na+]. (2) The reactants are CO[C:3](=O)[NH:4][C@H:5]1[C@H:9]([C:10]2[CH:15]=[CH:14][C:13]([Cl:16])=[CH:12][CH:11]=2)[CH2:8][N:7]([CH2:17][C:18]2[CH:23]=[CH:22][CH:21]=[CH:20][CH:19]=2)[CH2:6]1. The catalyst is O1CCCC1. The product is [CH2:17]([N:7]1[CH2:8][C@@H:9]([C:10]2[CH:11]=[CH:12][C:13]([Cl:16])=[CH:14][CH:15]=2)[C@H:5]([NH:4][CH3:3])[CH2:6]1)[C:18]1[CH:19]=[CH:20][CH:21]=[CH:22][CH:23]=1. The yield is 0.800. (3) The reactants are [CH3:1][C:2]([C:6]1[N:10]=[CH:9][NH:8][C:7]=1[CH2:11][OH:12])([CH3:5])[CH:3]=[CH2:4]. The catalyst is CC(C)=O.[O-2].[O-2].[Mn+4]. The product is [CH3:5][C:2]([C:6]1[N:10]=[CH:9][NH:8][C:7]=1[CH:11]=[O:12])([CH3:1])[CH:3]=[CH2:4]. The yield is 0.510. (4) The reactants are [F:1][C:2]1[CH:7]=[C:6]([S:8]([CH3:11])(=[O:10])=[O:9])[CH:5]=[C:4]([F:12])[C:3]=1[NH:13][C@H:14]1[CH2:19][CH2:18][CH2:17][N:16]([CH:20]2[CH2:25][CH2:24][N:23]([C:26](=[NH:29])[NH:27][OH:28])[CH2:22][CH2:21]2)[C:15]1=[O:30].[F:31][C:32]([F:43])([F:42])[C:33](O[C:33](=O)[C:32]([F:43])([F:42])[F:31])=O. The catalyst is O1CCOCC1. The product is [F:1][C:2]1[CH:7]=[C:6]([S:8]([CH3:11])(=[O:9])=[O:10])[CH:5]=[C:4]([F:12])[C:3]=1[NH:13][C@H:14]1[CH2:19][CH2:18][CH2:17][N:16]([CH:20]2[CH2:21][CH2:22][N:23]([C:26]3[N:29]=[C:33]([C:32]([F:43])([F:42])[F:31])[O:28][N:27]=3)[CH2:24][CH2:25]2)[C:15]1=[O:30]. The yield is 0.130. (5) The product is [CH3:1][O:2][C:3]([C@@H:5]1[CH2:9][CH2:8][N:7]([CH2:10][C:11]2[N:20]=[CH:19][C:18]3[C:13](=[CH:14][CH:15]=[C:16]([OH:21])[CH:17]=3)[N:12]=2)[CH2:6]1)=[O:4]. The yield is 0.940. The reactants are [CH3:1][O:2][C:3]([C@@H:5]1[CH2:9][CH2:8][N:7]([CH2:10][C:11]2[N:20]=[CH:19][C:18]3[C:13](=[CH:14][CH:15]=[C:16]([O:21]C)[CH:17]=3)[N:12]=2)[CH2:6]1)=[O:4].C(Cl)Cl.B(Br)(Br)Br. The catalyst is CO.